This data is from Peptide-MHC class I binding affinity with 185,985 pairs from IEDB/IMGT. The task is: Regression. Given a peptide amino acid sequence and an MHC pseudo amino acid sequence, predict their binding affinity value. This is MHC class I binding data. (1) The peptide sequence is RPRCAYLPF. The MHC is HLA-B15:42 with pseudo-sequence HLA-B15:42. The binding affinity (normalized) is 0.213. (2) The peptide sequence is ALHQCFTEL. The MHC is HLA-A02:01 with pseudo-sequence HLA-A02:01. The binding affinity (normalized) is 0.379. (3) The peptide sequence is KIMDYGKYK. The MHC is BoLA-T2a with pseudo-sequence BoLA-T2a. The binding affinity (normalized) is 0.379. (4) The peptide sequence is CRTAFKPVL. The MHC is HLA-B35:01 with pseudo-sequence HLA-B35:01. The binding affinity (normalized) is 0.0847. (5) The peptide sequence is FANYNFTLV. The MHC is HLA-A23:01 with pseudo-sequence HLA-A23:01. The binding affinity (normalized) is 0. (6) The binding affinity (normalized) is 0.0847. The MHC is HLA-B39:01 with pseudo-sequence HLA-B39:01. The peptide sequence is VERLKHGTF. (7) The peptide sequence is RQRVIPVYQ. The MHC is HLA-A02:06 with pseudo-sequence HLA-A02:06. The binding affinity (normalized) is 0. (8) The MHC is HLA-B07:02 with pseudo-sequence HLA-B07:02. The binding affinity (normalized) is 0.292. The peptide sequence is YVLDHLIVV. (9) The peptide sequence is YGVPAWRNATI. The MHC is Mamu-B52 with pseudo-sequence Mamu-B52. The binding affinity (normalized) is 0.355. (10) The peptide sequence is ADILLHSTYF. The MHC is Mamu-A11 with pseudo-sequence Mamu-A11. The binding affinity (normalized) is 0.164.